This data is from Aqueous solubility values for 9,982 compounds from the AqSolDB database. The task is: Regression/Classification. Given a drug SMILES string, predict its absorption, distribution, metabolism, or excretion properties. Task type varies by dataset: regression for continuous measurements (e.g., permeability, clearance, half-life) or binary classification for categorical outcomes (e.g., BBB penetration, CYP inhibition). For this dataset (solubility_aqsoldb), we predict Y. (1) The molecule is O=C(Nc1ccccc1)c1cccnc1. The Y is -3.09 log mol/L. (2) The molecule is C=CC(=C)CCCC(C)(C)OC(C)=O. The Y is -3.60 log mol/L. (3) The drug is Clc1cccc2ccccc12. The Y is -3.97 log mol/L.